The task is: Predict the reactants needed to synthesize the given product.. This data is from Full USPTO retrosynthesis dataset with 1.9M reactions from patents (1976-2016). (1) The reactants are: Br[CH:2]([CH3:4])[CH3:3].[OH-].[K+].[N:7]1([CH2:12][C:13]2([C:44]3[CH:49]=[CH:48][C:47]([F:50])=[CH:46][C:45]=3[F:51])[O:17][CH:16]([S:18][CH2:19][C:20]3[CH:25]=[CH:24][C:23]([N:26]4[CH2:31][CH2:30][N:29]([C:32]5[CH:37]=[CH:36][C:35]([N:38]6[C:42](=[O:43])[NH:41][N:40]=[CH:39]6)=[CH:34][CH:33]=5)[CH2:28][CH2:27]4)=[CH:22][CH:21]=3)[CH2:15][O:14]2)[CH:11]=[N:10][CH:9]=[N:8]1. Given the product [N:7]1([CH2:12][C:13]2([C:44]3[CH:49]=[CH:48][C:47]([F:50])=[CH:46][C:45]=3[F:51])[O:17][CH:16]([S:18][CH2:19][C:20]3[CH:21]=[CH:22][C:23]([N:26]4[CH2:27][CH2:28][N:29]([C:32]5[CH:37]=[CH:36][C:35]([N:38]6[C:42](=[O:43])[N:41]([CH:2]([CH3:4])[CH3:3])[N:40]=[CH:39]6)=[CH:34][CH:33]=5)[CH2:30][CH2:31]4)=[CH:24][CH:25]=3)[CH2:15][O:14]2)[CH:11]=[N:10][CH:9]=[N:8]1, predict the reactants needed to synthesize it. (2) Given the product [C:8]([C:6]1[CH:7]=[C:2]([N:16]2[CH:17]=[CH:18][C:14]([C:13]([F:20])([F:19])[F:12])=[N:15]2)[N:3]=[C:4]([S:10][CH3:11])[CH:5]=1)#[N:9], predict the reactants needed to synthesize it. The reactants are: Cl[C:2]1[CH:7]=[C:6]([C:8]#[N:9])[CH:5]=[C:4]([S:10][CH3:11])[N:3]=1.[F:12][C:13]([F:20])([F:19])[C:14]1[CH:18]=[CH:17][NH:16][N:15]=1.C(=O)([O-])[O-].[K+].[K+]. (3) Given the product [C:4]([O:7][C:8]1[C:13]([CH:14]2[CH2:16][CH2:15]2)=[CH:12][CH:11]=[CH:10][C:9]=1[Br:19])(=[O:6])[CH3:5], predict the reactants needed to synthesize it. The reactants are: II.[Mg].[C:4]([O:7][C:8]1[C:13]([CH:14](Br)[CH2:15][CH2:16]Br)=[CH:12][CH:11]=[CH:10][C:9]=1[Br:19])(=[O:6])[CH3:5].Cl. (4) Given the product [N+:33](=[C:7]([C:4]1[S:5][CH:6]=[C:2]([CH3:1])[N:3]=1)[C:8]([O:10][CH2:11][CH3:12])=[O:9])=[N-:34], predict the reactants needed to synthesize it. The reactants are: [CH3:1][C:2]1[N:3]=[C:4]([CH2:7][C:8]([O:10][CH2:11][CH3:12])=[O:9])[S:5][CH:6]=1.C(N(CC)CC)C.C(NC1C=CC(S([N:33]=[N+:34]=[N-])(=O)=O)=CC=1)(=O)C. (5) Given the product [Cl:47][C:26]1[CH:25]=[CH:24][C:23]([CH3:1])=[CH:28][C:27]=1[C:29]1[C:38]2[C:33](=[CH:34][CH:35]=[CH:36][CH:37]=2)[C:32]([C@@H:39]([CH3:42])[CH2:40][CH3:41])=[C:31]([C:43]([NH:45][CH3:46])=[O:44])[N:30]=1, predict the reactants needed to synthesize it. The reactants are: [C:1](=O)([O-])[O-].[K+].[K+].CB1OB(C)OB(C)O1.O1CCOCC1.Br[C:23]1[CH:24]=[CH:25][C:26]([Cl:47])=[C:27]([C:29]2[C:38]3[C:33](=[CH:34][CH:35]=[CH:36][CH:37]=3)[C:32]([C@@H:39]([CH3:42])[CH2:40][CH3:41])=[C:31]([C:43]([NH:45][CH3:46])=[O:44])[N:30]=2)[CH:28]=1.